Dataset: Full USPTO retrosynthesis dataset with 1.9M reactions from patents (1976-2016). Task: Predict the reactants needed to synthesize the given product. (1) Given the product [CH3:21][S:18]([C:15]1[CH:14]=[CH:13][C:12]([CH:5]([CH2:6][CH:7]2[CH2:11][CH2:10][CH2:9][O:8]2)[C:4](=[O:22])[CH:24]=[CH2:25])=[CH:17][CH:16]=1)(=[O:19])=[O:20], predict the reactants needed to synthesize it. The reactants are: CON(C)[C:4](=[O:22])[CH:5]([C:12]1[CH:17]=[CH:16][C:15]([S:18]([CH3:21])(=[O:20])=[O:19])=[CH:14][CH:13]=1)[CH2:6][CH:7]1[CH2:11][CH2:10][CH2:9][O:8]1.[CH:24]([Mg]Br)=[CH2:25].Cl. (2) The reactants are: [CH3:1][C:2]1[CH:3]=[C:4]([OH:17])[CH:5]=[CH:6][C:7]=1B1OC(C)(C)C(C)(C)O1.[CH3:18][O:19][C:20](=[O:32])[CH2:21][C:22]1[C:30]2C(=C[C:27](Br)=[CH:28][CH:29]=2)NC=1.C(=O)([O-])[O-].[K+].[K+].Cl.[CH3:40][N:41]([CH:43]=O)[CH3:42]. Given the product [CH3:18][O:19][C:20]([C:21]1[C:22]2[C:42](=[CH:27][C:28]([C:7]3[CH:6]=[CH:5][C:4]([OH:17])=[CH:3][C:2]=3[CH3:1])=[CH:29][CH:30]=2)[N:41]([CH3:40])[CH:43]=1)=[O:32], predict the reactants needed to synthesize it. (3) Given the product [Cl:17][C:18]1[CH:23]=[C:22]([O:1][CH:2]2[CH2:7][CH2:6][CH2:5][N:4]([C:8]([O:10][C:11]([CH3:14])([CH3:13])[CH3:12])=[O:9])[CH2:3]2)[CH:21]=[CH:20][N:19]=1, predict the reactants needed to synthesize it. The reactants are: [OH:1][CH:2]1[CH2:7][CH2:6][CH2:5][N:4]([C:8]([O:10][C:11]([CH3:14])([CH3:13])[CH3:12])=[O:9])[CH2:3]1.[H-].[Na+].[Cl:17][C:18]1[CH:23]=[C:22]([N+]([O-])=O)[CH:21]=[CH:20][N:19]=1. (4) Given the product [F:1][C:2]1[CH:7]=[CH:6][C:5]([S:8]([N:11]([CH3:36])[C@@H:12]([CH2:33][O:34][CH3:35])[C:13]([NH:15][CH2:16][C:17]2[CH:18]=[C:19]([C:23]3[CH:28]=[CH:27][C:26]([C:29]([F:30])([F:31])[F:32])=[CH:25][CH:24]=3)[CH:20]=[CH:21][CH:22]=2)=[O:14])(=[O:10])=[O:9])=[CH:4][CH:3]=1, predict the reactants needed to synthesize it. The reactants are: [F:1][C:2]1[CH:7]=[CH:6][C:5]([S:8]([NH:11][C@@H:12]([CH2:33][O:34][CH3:35])[C:13]([NH:15][CH2:16][C:17]2[CH:18]=[C:19]([C:23]3[CH:28]=[CH:27][C:26]([C:29]([F:32])([F:31])[F:30])=[CH:25][CH:24]=3)[CH:20]=[CH:21][CH:22]=2)=[O:14])(=[O:10])=[O:9])=[CH:4][CH:3]=1.[C:36](=O)([O-])[O-].[K+].[K+].IC.[NH4+].[Cl-]. (5) The reactants are: [Cl:1][C:2]1[CH:3]=[CH:4][C:5]([NH2:8])=[N:6][CH:7]=1.[Br:9]Br.C(=O)(O)[O-].OS([O-])=O.[Na+]. Given the product [Br:9][C:4]1[C:5]([NH2:8])=[N:6][CH:7]=[C:2]([Cl:1])[CH:3]=1, predict the reactants needed to synthesize it. (6) Given the product [C:1]([O:5][C:6](=[O:14])[NH:7][C@H:8]1[CH2:12][CH2:11][C@H:10]([NH:13][C:16]2[CH:21]=[CH:20][C:19]([CH3:22])=[CH:18][C:17]=2[N+:23]([O-:25])=[O:24])[CH2:9]1)([CH3:4])([CH3:2])[CH3:3], predict the reactants needed to synthesize it. The reactants are: [C:1]([O:5][C:6](=[O:14])[NH:7][C@H:8]1[CH2:12][CH2:11][C@H:10]([NH2:13])[CH2:9]1)([CH3:4])([CH3:3])[CH3:2].F[C:16]1[CH:21]=[CH:20][C:19]([CH3:22])=[CH:18][C:17]=1[N+:23]([O-:25])=[O:24].C(=O)([O-])[O-].[K+].[K+].